This data is from Full USPTO retrosynthesis dataset with 1.9M reactions from patents (1976-2016). The task is: Predict the reactants needed to synthesize the given product. (1) The reactants are: [Cl:1][C:2]1[C:3]([N:19]=[C:20]([C:27]2[CH:32]=[CH:31][CH:30]=[CH:29][CH:28]=2)[C:21]2[CH:26]=[CH:25][CH:24]=[CH:23][CH:22]=2)=[N:4][CH:5]=[CH:6][C:7]=1[O:8][C:9]1[CH:14]=[CH:13][C:12]([N+:15]([O-])=O)=[CH:11][C:10]=1[F:18].N#N.[H][H].[H][H]. Given the product [NH2:15][C:12]1[CH:13]=[CH:14][C:9]([O:8][C:7]2[CH:6]=[CH:5][N:4]=[C:3]([N:19]=[C:20]([C:21]3[CH:26]=[CH:25][CH:24]=[CH:23][CH:22]=3)[C:27]3[CH:32]=[CH:31][CH:30]=[CH:29][CH:28]=3)[C:2]=2[Cl:1])=[C:10]([F:18])[CH:11]=1, predict the reactants needed to synthesize it. (2) Given the product [C:1]([C:3]1[CH:4]=[C:5]([S:17]([NH:20][C:21]2[S:22][CH:23]=[CH:24][N:25]=2)(=[O:19])=[O:18])[CH:6]=[CH:7][C:8]=1[O:9][C:10]1[CH:11]=[N:12][C:13]([N:27]([CH3:28])[CH3:26])=[CH:14][CH:15]=1)#[N:2], predict the reactants needed to synthesize it. The reactants are: [C:1]([C:3]1[CH:4]=[C:5]([S:17]([NH:20][C:21]2[S:22][CH:23]=[CH:24][N:25]=2)(=[O:19])=[O:18])[CH:6]=[CH:7][C:8]=1[O:9][C:10]1[CH:11]=[N:12][C:13](F)=[CH:14][CH:15]=1)#[N:2].[CH3:26][NH:27][CH3:28]. (3) Given the product [NH2:1][C:2]1[N:6]([C:7]2[C:12]([Cl:24])=[CH:11][C:10]([C:14]([F:15])([F:17])[F:16])=[CH:9][C:8]=2[Cl:18])[N:5]=[C:4]([C:19](=[NH:20])[NH:25][OH:26])[C:3]=1[S:21]([CH3:23])=[O:22], predict the reactants needed to synthesize it. The reactants are: [NH2:1][C:2]1[N:6]([C:7]2[C:12](Cl)=[CH:11][C:10]([C:14]([F:17])([F:16])[F:15])=[CH:9][C:8]=2[Cl:18])[N:5]=[C:4]([C:19]#[N:20])[C:3]=1[S:21]([CH3:23])=[O:22].[ClH:24].[NH2:25][OH:26].C(N(CC)CC)C. (4) Given the product [Cl:1][C:2]1[C:7]([Cl:8])=[CH:6][CH:5]=[CH:4][C:3]=1[N:9]1[C:13]([NH:14][CH2:15][C:16]2[CH:21]=[CH:20][CH:19]=[CH:18][C:17]=2[S:26]([CH3:30])(=[O:28])=[O:25])=[N:12][N:11]=[N:10]1, predict the reactants needed to synthesize it. The reactants are: [Cl:1][C:2]1[C:7]([Cl:8])=[CH:6][CH:5]=[CH:4][C:3]=1[N:9]1[C:13]([NH:14][CH2:15][C:16]2[CH:21]=[CH:20][CH:19]=[CH:18][C:17]=2SC)=[N:12][N:11]=[N:10]1.O[O:25][S:26]([O-:28])=O.[K+].[CH3:30]C(C)=O. (5) Given the product [Br:1][C:2]1[CH:3]=[C:4]([N:8]2[C:16]3[CH:15]=[C:14]([N:22]4[CH2:26][CH2:25][C@@H:24]([OH:27])[CH2:23]4)[N:13]=[CH:12][C:11]=3[C:10]([C:18]([NH2:20])=[O:19])=[N:9]2)[CH:5]=[CH:6][CH:7]=1, predict the reactants needed to synthesize it. The reactants are: [Br:1][C:2]1[CH:3]=[C:4]([N:8]2[C:16]3[CH:15]=[C:14](Cl)[N:13]=[CH:12][C:11]=3[C:10]([C:18]([NH2:20])=[O:19])=[N:9]2)[CH:5]=[CH:6][CH:7]=1.Cl.[NH:22]1[CH2:26][CH2:25][C@@H:24]([OH:27])[CH2:23]1.